Dataset: Forward reaction prediction with 1.9M reactions from USPTO patents (1976-2016). Task: Predict the product of the given reaction. (1) Given the reactants [CH2:1]([S:3]([C:6]1[CH:14]=[CH:13][C:9]([C:10]([OH:12])=[O:11])=[CH:8][CH:7]=1)(=[O:5])=[O:4])[CH3:2].C1N=C[N:17](C(N2C=NC=C2)=O)C=1.Cl.[NH2:28][CH2:29][C:30]1[CH:31]=[C:32]2[C:36](=[CH:37][CH:38]=1)[C:35](=[O:39])[N:34]([C:40]1([CH3:48])[CH2:45][CH2:44][C:43](=[O:46])[NH:42][C:41]1=[O:47])[C:33]2=[O:49].CCOC(C)=O, predict the reaction product. The product is: [CH2:1]([S:3]([C:6]1[CH:7]=[CH:8][C:9]([C:10]([NH:28][CH2:29][C:30]2[CH:31]=[C:32]3[C:36](=[CH:37][CH:38]=2)[C:35](=[O:39])[N:34]([C:40]2([CH3:48])[CH2:45][CH2:44][C:43](=[O:46])[NH:42][C:41]2=[O:47])[C:33]3=[O:49])=[O:12])=[CH:13][CH:14]=1)(=[O:4])=[O:5])[CH3:2].[CH3:1][S:3][C:6]1[CH:14]=[CH:13][C:9]([C:10]([OH:12])=[O:11])=[N:17][CH:7]=1. (2) Given the reactants [CH:1]1[N:5]=[CH:4][N:3]([CH2:6][C:7]([P:13]([OH:16])([OH:15])=[O:14])([P:9]([OH:12])([OH:11])=[O:10])[OH:8])[CH:2]=1.[OH-:17].[Na+:18], predict the reaction product. The product is: [CH:1]1[N:5]=[CH:4][N:3]([CH2:6][C:7]([P:9]([O-:12])([OH:11])=[O:10])([P:13]([O-:15])([OH:16])=[O:14])[OH:8])[CH:2]=1.[OH2:17].[OH2:8].[OH2:8].[OH2:8].[Na+:18].[Na+:18]. (3) Given the reactants [Br-].[C:2]([N:5]([CH:23]1[CH2:25][CH2:24]1)[C:6]1[C:15]2[C:10](=[CH:11][CH:12]=[CH:13][CH:14]=2)[N+:9]([CH2:16][C:17]2[CH:22]=[CH:21][CH:20]=[CH:19][CH:18]=2)=[CH:8][CH:7]=1)(=[O:4])[CH3:3].[CH3:26][Mg]Cl.[Cl-].[NH4+], predict the reaction product. The product is: [CH2:16]([N:9]1[C:10]2[C:15](=[CH:14][CH:13]=[CH:12][CH:11]=2)[C:6]([N:5]([CH:23]2[CH2:25][CH2:24]2)[C:2](=[O:4])[CH3:3])=[CH:7][CH:8]1[CH3:26])[C:17]1[CH:22]=[CH:21][CH:20]=[CH:19][CH:18]=1.